This data is from Forward reaction prediction with 1.9M reactions from USPTO patents (1976-2016). The task is: Predict the product of the given reaction. (1) Given the reactants [CH3:1][N:2]([CH2:4][C:5]1[CH2:14][CH2:13][C:12]2[CH:11]=[C:10]([NH2:15])[CH:9]=[CH:8][C:7]=2[CH:6]=1)[CH3:3].C(N(CC)CC)C.[C:23]1([C:33]2[CH:38]=[CH:37][CH:36]=[CH:35][CH:34]=2)[CH:28]=[CH:27][C:26]([S:29]([Cl:32])(=[O:31])=[O:30])=[CH:25][CH:24]=1, predict the reaction product. The product is: [ClH:32].[CH3:3][N:2]([CH2:4][CH:5]1[CH2:14][CH2:13][C:12]2[CH:11]=[C:10]([NH:15][S:29]([C:26]3[CH:25]=[CH:24][C:23]([C:33]4[CH:38]=[CH:37][CH:36]=[CH:35][CH:34]=4)=[CH:28][CH:27]=3)(=[O:31])=[O:30])[CH:9]=[CH:8][C:7]=2[CH2:6]1)[CH3:1]. (2) Given the reactants [H-].[Na+].[F:3][C:4]1[CH:9]=[CH:8][C:7]([C:10]2([C:14]3[C:23]4[C:18](=[CH:19][CH:20]=[C:21]([OH:24])[CH:22]=4)[CH2:17][CH2:16][N:15]=3)[CH2:13][CH2:12][CH2:11]2)=[CH:6][CH:5]=1.Br[CH2:26][CH2:27][NH:28][C:29](=[O:35])[O:30][C:31]([CH3:34])([CH3:33])[CH3:32], predict the reaction product. The product is: [F:3][C:4]1[CH:5]=[CH:6][C:7]([C:10]2([C:14]3[C:23]4[C:18](=[CH:19][CH:20]=[C:21]([O:24][CH2:26][CH2:27][NH:28][C:29](=[O:35])[O:30][C:31]([CH3:34])([CH3:33])[CH3:32])[CH:22]=4)[CH2:17][CH2:16][N:15]=3)[CH2:13][CH2:12][CH2:11]2)=[CH:8][CH:9]=1. (3) Given the reactants [O:1]1[CH:5]=[CH:4][C:3]([C:6]2[CH:7]=[CH:8][C:9]3[N:10]([CH:12]=[C:13]([C:15]([O:17]CC)=[O:16])[N:14]=3)[CH:11]=2)=[CH:2]1.CC(C)(OC(NC1N=C(C2C=CC3N(C=C(C(O)=O)N=3)C=2)C=CC=1)=O)C, predict the reaction product. The product is: [O:1]1[CH:5]=[CH:4][C:3]([C:6]2[CH:7]=[CH:8][C:9]3[N:10]([CH:12]=[C:13]([C:15]([OH:17])=[O:16])[N:14]=3)[CH:11]=2)=[CH:2]1. (4) Given the reactants [OH:1][C@@H:2]1[CH2:7][CH2:6][CH2:5][CH2:4][C@H:3]1[NH:8][C:9]1[S:10][C:11]2[CH:17]=[C:16]([CH2:18][N:19]3[C:23]4[CH:24]=[CH:25][C:26](/[CH:28]=[CH:29]/[C:30]([O:32]CC)=[O:31])=[CH:27][C:22]=4[N:21]=[CH:20]3)[CH:15]=[CH:14][C:12]=2[N:13]=1.[Li+].[OH-], predict the reaction product. The product is: [OH:1][C@@H:2]1[CH2:7][CH2:6][CH2:5][CH2:4][C@H:3]1[NH:8][C:9]1[S:10][C:11]2[CH:17]=[C:16]([CH2:18][N:19]3[C:23]4[CH:24]=[CH:25][C:26](/[CH:28]=[CH:29]/[C:30]([OH:32])=[O:31])=[CH:27][C:22]=4[N:21]=[CH:20]3)[CH:15]=[CH:14][C:12]=2[N:13]=1.